Dataset: Forward reaction prediction with 1.9M reactions from USPTO patents (1976-2016). Task: Predict the product of the given reaction. (1) Given the reactants [F:1][C:2]1[CH:7]=[C:6](C)[C:5]([O:9][C:10]2[N:15]=[C:14]([C:16]3[CH:17]=[N:18][N:19]([CH3:21])[CH:20]=3)[CH:13]=[CH:12][N:11]=2)=[CH:4][C:3]=1[NH2:22].[C:23](Cl)(=[O:28])[O:24][C:25]([CH3:27])=[CH2:26], predict the reaction product. The product is: [F:1][C:2]1[CH:7]=[CH:6][C:5]([O:9][C:10]2[N:15]=[C:14]([C:16]3[CH:17]=[N:18][N:19]([CH3:21])[CH:20]=3)[CH:13]=[CH:12][N:11]=2)=[CH:4][C:3]=1[NH:22][C:23](=[O:28])[O:24][C:25]([CH3:27])=[CH2:26]. (2) Given the reactants Br[C:2]1[C:3]([F:28])=[C:4]([N:8]2[CH:13]=[C:12]([O:14][CH3:15])[C:11](=[O:16])[C:10]([C:17]3[N:21]([C:22]4[CH:27]=[CH:26][CH:25]=[CH:24][CH:23]=4)[N:20]=[CH:19][CH:18]=3)=[N:9]2)[CH:5]=[CH:6][CH:7]=1.Cl.[F:30][C:31]1([F:38])[C:35]([F:37])([F:36])[CH2:34][NH:33][CH2:32]1.CC(C)([O-])C.[Na+].CC1(C)C2C(=C(P(C3C=CC=CC=3)C3C=CC=CC=3)C=CC=2)OC2C(P(C3C=CC=CC=3)C3C=CC=CC=3)=CC=CC1=2.C([O-])(O)=O.[Na+], predict the reaction product. The product is: [F:28][C:3]1[C:2]([N:33]2[CH2:34][C:35]([F:37])([F:36])[C:31]([F:38])([F:30])[CH2:32]2)=[CH:7][CH:6]=[CH:5][C:4]=1[N:8]1[CH:13]=[C:12]([O:14][CH3:15])[C:11](=[O:16])[C:10]([C:17]2[N:21]([C:22]3[CH:27]=[CH:26][CH:25]=[CH:24][CH:23]=3)[N:20]=[CH:19][CH:18]=2)=[N:9]1. (3) Given the reactants [CH3:1][N:2]1[C:10]2[N:9]=[CH:8][NH:7][C:6]=2[C:5](=[O:11])[NH:4][C:3]1=[O:12].Br[CH2:14][C@H:15]1[CH2:20][CH2:19][C@H:18]([CH3:21])[CH2:17][CH2:16]1.C(=O)([O-])[O-].[Na+].[Na+], predict the reaction product. The product is: [CH3:1][N:2]1[C:10]2[N:9]=[CH:8][N:7]([CH2:14][C@H:15]3[CH2:20][CH2:19][C@H:18]([CH3:21])[CH2:17][CH2:16]3)[C:6]=2[C:5](=[O:11])[NH:4][C:3]1=[O:12]. (4) Given the reactants [C:1]([C:4]1[CH:5]=[C:6]([Cl:20])[C:7]([CH3:19])=[C:8]([C:17]#[N:18])[C:9]=1[C:10]1[CH:15]=[CH:14][CH:13]=[C:12]([F:16])[CH:11]=1)(=[O:3])[CH3:2].[Br:21]N1C(=O)CCC1=O.C(OOC(=O)C1C=CC=CC=1)(=O)C1C=CC=CC=1, predict the reaction product. The product is: [C:1]([C:4]1[CH:5]=[C:6]([Cl:20])[C:7]([CH2:19][Br:21])=[C:8]([C:17]#[N:18])[C:9]=1[C:10]1[CH:15]=[CH:14][CH:13]=[C:12]([F:16])[CH:11]=1)(=[O:3])[CH3:2]. (5) Given the reactants [CH2:1]([NH2:4])[CH2:2][NH2:3].[C:5]([O:9][C:10](O[C:10]([O:9][C:5]([CH3:8])([CH3:7])[CH3:6])=[O:11])=[O:11])([CH3:8])([CH3:7])[CH3:6], predict the reaction product. The product is: [C:5]([O:9][C:10](=[O:11])[NH:3][CH2:2][CH2:1][NH2:4])([CH3:8])([CH3:7])[CH3:6]. (6) Given the reactants CN(C)NC(C1SC2C(=NC=CC=2O[C:16]2[CH:21]=[CH:20][C:19]([N:22]([C:29]3C=CC=CC=3OC)[C:23](=[O:28])[CH2:24][C:25](N)=[O:26])=[CH:18][C:17]=2F)C=1)=O.[NH2:39][C:40]1[CH:62]=[CH:61][C:43]([O:44][C:45]2[CH:50]=[CH:49][N:48]=[C:47]3[CH:51]=[C:52]([C:54]([N:56]([CH3:60])[N:57]([CH3:59])[CH3:58])=[O:55])[S:53][C:46]=23)=[C:42]([F:63])[CH:41]=1, predict the reaction product. The product is: [F:63][C:42]1[CH:41]=[C:40]([NH:39][C:25](=[O:26])[CH2:24][C:23]([N:22]([CH3:29])[C:19]2[CH:18]=[CH:17][CH:16]=[CH:21][CH:20]=2)=[O:28])[CH:62]=[CH:61][C:43]=1[O:44][C:45]1[CH:50]=[CH:49][N:48]=[C:47]2[CH:51]=[C:52]([C:54]([N:56]([CH3:60])[N:57]([CH3:58])[CH3:59])=[O:55])[S:53][C:46]=12. (7) Given the reactants [Si]([O:8][CH:9]([C:18]1[CH:23]=[CH:22][C:21]([CH2:24]Cl)=[CH:20][CH:19]=1)[CH2:10][C:11]([O:13][C:14]([CH3:17])([CH3:16])[CH3:15])=[O:12])(C(C)(C)C)(C)C.[SH:26][CH2:27][CH2:28][C:29]([O:31][CH3:32])=[O:30].C(N(CC)CC)C.[F-].C([N+](CCCC)(CCCC)CCCC)CCC.C1COCC1, predict the reaction product. The product is: [OH:8][CH:9]([C:18]1[CH:19]=[CH:20][C:21]([CH2:24][S:26][CH2:27][CH2:28][C:29]([O:31][CH3:32])=[O:30])=[CH:22][CH:23]=1)[CH2:10][C:11]([O:13][C:14]([CH3:15])([CH3:16])[CH3:17])=[O:12].